This data is from Full USPTO retrosynthesis dataset with 1.9M reactions from patents (1976-2016). The task is: Predict the reactants needed to synthesize the given product. (1) The reactants are: C([N:4]1[C:12]2[C:7](=[CH:8][C:9]([Br:13])=[CH:10][CH:11]=2)[CH2:6][CH2:5]1)(=O)C.[OH-].[K+]. Given the product [Br:13][C:9]1[CH:8]=[C:7]2[C:12](=[CH:11][CH:10]=1)[NH:4][CH2:5][CH2:6]2, predict the reactants needed to synthesize it. (2) Given the product [Br:12][CH2:11][C:8]1[S:9][C:10]2[C:2]([Cl:1])=[CH:3][CH:4]=[CH:5][C:6]=2[N:7]=1, predict the reactants needed to synthesize it. The reactants are: [Cl:1][C:2]1[C:10]2[S:9][C:8]([CH3:11])=[N:7][C:6]=2[CH:5]=[CH:4][CH:3]=1.[Br:12]N1C(=O)CCC1=O.C(OOC(=O)C1C=CC=CC=1)(=O)C1C=CC=CC=1.